Task: Regression. Given two drug SMILES strings and cell line genomic features, predict the synergy score measuring deviation from expected non-interaction effect.. Dataset: NCI-60 drug combinations with 297,098 pairs across 59 cell lines (1) Synergy scores: CSS=29.4, Synergy_ZIP=6.13, Synergy_Bliss=7.28, Synergy_Loewe=-53.2, Synergy_HSA=0.152. Cell line: SR. Drug 1: CCCCCOC(=O)NC1=NC(=O)N(C=C1F)C2C(C(C(O2)C)O)O. Drug 2: C1C(C(OC1N2C=NC(=NC2=O)N)CO)O. (2) Drug 1: CC(CN1CC(=O)NC(=O)C1)N2CC(=O)NC(=O)C2. Drug 2: C1CN(CCN1C(=O)CCBr)C(=O)CCBr. Cell line: OVCAR-5. Synergy scores: CSS=25.3, Synergy_ZIP=-7.80, Synergy_Bliss=0.176, Synergy_Loewe=-1.49, Synergy_HSA=0.171.